From a dataset of Reaction yield outcomes from USPTO patents with 853,638 reactions. Predict the reaction yield, written as a fraction of the theoretical maximum amount of product (1.0 means a 100% yield; for example, 0.34 means a 34% yield). (1) The reactants are [CH2:1]([P:3]([CH2:10][CH2:11][CH2:12][NH2:13])(=[O:9])[O:4][CH2:5][CH2:6]CC)[CH3:2].C(O)C[OH:16]. The catalyst is C(O)(C([O-])=O)=O.C(O)(C([O-])=O)=O.O.O=[Ti].[K+].[K+]. The product is [CH2:1]([P:3]([CH2:10][CH2:11][CH2:12][NH2:13])(=[O:9])[O:4][CH2:5][CH2:6][OH:16])[CH3:2]. The yield is 0.960. (2) The reactants are [NH:1]1[C:5]2[CH:6]=[CH:7][CH:8]=[CH:9][C:4]=2[N:3]=[C:2]1[C:10]1[CH:11]=[C:12]([NH2:17])[CH:13]=[N:14][C:15]=1[Cl:16].[CH3:18][C:19]1[CH:27]=[C:26]([N:28]2[CH2:33][C@@H:32]([CH3:34])[O:31][C@@H:30]([CH3:35])[CH2:29]2)[CH:25]=[CH:24][C:20]=1[C:21](O)=[O:22].CCN=C=NCCCN(C)C. The catalyst is N1C=CC=CC=1. The product is [NH:1]1[C:5]2[CH:6]=[CH:7][CH:8]=[CH:9][C:4]=2[N:3]=[C:2]1[C:10]1[CH:11]=[C:12]([NH:17][C:21](=[O:22])[C:20]2[CH:24]=[CH:25][C:26]([N:28]3[CH2:29][C@@H:30]([CH3:35])[O:31][C@@H:32]([CH3:34])[CH2:33]3)=[CH:27][C:19]=2[CH3:18])[CH:13]=[N:14][C:15]=1[Cl:16]. The yield is 0.131.